This data is from Peptide-MHC class I binding affinity with 185,985 pairs from IEDB/IMGT. The task is: Regression. Given a peptide amino acid sequence and an MHC pseudo amino acid sequence, predict their binding affinity value. This is MHC class I binding data. (1) The peptide sequence is LPGPDTRHL. The MHC is HLA-A29:02 with pseudo-sequence HLA-A29:02. The binding affinity (normalized) is 0.0155. (2) The peptide sequence is HMSEFMECNL. The MHC is HLA-A02:06 with pseudo-sequence HLA-A02:06. The binding affinity (normalized) is 0.111. (3) The MHC is HLA-A03:01 with pseudo-sequence HLA-A03:01. The peptide sequence is FHERGYVKL. The binding affinity (normalized) is 0.0847. (4) The peptide sequence is AKNLWVTVY. The MHC is Mamu-A11 with pseudo-sequence Mamu-A11. The binding affinity (normalized) is 0.135.